This data is from Catalyst prediction with 721,799 reactions and 888 catalyst types from USPTO. The task is: Predict which catalyst facilitates the given reaction. (1) Reactant: [CH3:1][C:2]([O:5][C:6]([N:8]1[C@H:12]([C:13]([OH:15])=[O:14])[CH2:11][CH:10]([OH:16])[CH2:9]1)=[O:7])([CH3:4])[CH3:3].C[Si]([N-][Si](C)(C)C)(C)C.[Na+].Cl[C:28]1[N:37]([CH2:38][CH:39]=[CH2:40])[C:36](=[O:41])[C:35]2[C:30](=[CH:31][C:32]([Cl:42])=[CH:33][CH:34]=2)[N:29]=1.OS([O-])(=O)=O.[K+]. Product: [C:2]([O:5][C:6]([N:8]1[CH2:9][C@H:10]([O:16][C:28]2[N:37]([CH2:38][CH:39]=[CH2:40])[C:36](=[O:41])[C:35]3[C:30](=[CH:31][C:32]([Cl:42])=[CH:33][CH:34]=3)[N:29]=2)[CH2:11][C@H:12]1[C:13]([OH:15])=[O:14])=[O:7])([CH3:1])([CH3:3])[CH3:4]. The catalyst class is: 3. (2) The catalyst class is: 21. Reactant: [CH3:1][CH2:2][CH:3]([N:5]1[N:10]=[CH:9][N:8]([C:11]2[CH:12]=[CH:13][C:14]([N:17]3[CH2:22][CH2:21][N:20]([C:23]4[CH:24]=[CH:25][C:26]([O:29][CH2:30][C@@H:31]5[O:35][C@:34]([C:42]6[CH:43]=[CH:44][C:45]([Cl:49])=[CH:46][C:47]=6[Cl:48])([CH2:36][N:37]6[N:41]=[CH:40][N:39]=[CH:38]6)[O:33][CH2:32]5)=[CH:27][CH:28]=4)[CH2:19][CH2:18]3)=[CH:15][CH:16]=2)[C:6]1=[O:7])[CH3:4]. Product: [CH3:1][CH2:2][CH:3]([N:5]1[N:10]=[CH:9][N:8]([C:11]2[CH:16]=[CH:15][C:14]([N:17]3[CH2:22][CH2:21][N:20]([C:23]4[CH:28]=[CH:27][C:26]([O:29][CH2:30][C@@H:31]5[O:35][C@:34]([C:42]6[CH:43]=[CH:44][C:45]([Cl:49])=[CH:46][C:47]=6[Cl:48])([CH2:36][N:37]6[N:41]=[CH:40][N:39]=[CH:38]6)[O:33][CH2:32]5)=[CH:25][CH:24]=4)[CH2:19][CH2:18]3)=[CH:13][CH:12]=2)[C:6]1=[O:7])[CH3:4].[CH3:25][C:26]([CH3:27])=[O:29]. (3) The catalyst class is: 5. Reactant: [F:1][C:2]1[C:3]([CH3:18])=[C:4]([C:10]2[CH:15]=[CH:14][CH:13]=[C:12]([CH:16]=[O:17])[CH:11]=2)[C:5]([CH3:9])=[CH:6][C:7]=1[OH:8].[BH4-].[Na+]. Product: [F:1][C:2]1[C:3]([CH3:18])=[C:4]([C:10]2[CH:15]=[CH:14][CH:13]=[C:12]([CH2:16][OH:17])[CH:11]=2)[C:5]([CH3:9])=[CH:6][C:7]=1[OH:8]. (4) Reactant: Br[C:2]1[C:7](=[O:8])[N:6]([CH2:9][C:10]2[CH:15]=[CH:14][C:13]([O:16][CH3:17])=[CH:12][CH:11]=2)[N:5]=[C:4]([CH2:18][N:19]2[C:24](=[O:25])[C:23]([O:26][C:27]3[CH:28]=[C:29]([CH:32]=[C:33]([Cl:35])[CH:34]=3)[C:30]#[N:31])=[C:22]([C:36]([F:39])([F:38])[F:37])[N:21]=[CH:20]2)[CH:3]=1.C(N(CC)CC)C.CN([CH:50]=[O:51])C.[CH3:52][OH:53]. Product: [Cl:35][C:33]1[CH:34]=[C:27]([CH:28]=[C:29]([C:30]#[N:31])[CH:32]=1)[O:26][C:23]1[C:24](=[O:25])[N:19]([CH2:18][C:4]2[CH:3]=[C:2]([C:52]([O:51][CH3:50])=[O:53])[C:7](=[O:8])[N:6]([CH2:9][C:10]3[CH:15]=[CH:14][C:13]([O:16][CH3:17])=[CH:12][CH:11]=3)[N:5]=2)[CH:20]=[N:21][C:22]=1[C:36]([F:39])([F:38])[F:37]. The catalyst class is: 263.